This data is from Full USPTO retrosynthesis dataset with 1.9M reactions from patents (1976-2016). The task is: Predict the reactants needed to synthesize the given product. (1) Given the product [CH3:11][O:10][C:3]1[CH:4]=[CH:5][CH:6]=[C:7]([O:8][CH3:9])[C:2]=1[CH:24]([NH:23][S:21]([C:17]([CH3:20])([CH3:19])[CH3:18])=[O:22])[CH2:25][CH2:26][CH2:27][C:28]([O:30][CH3:31])=[O:29], predict the reactants needed to synthesize it. The reactants are: I[C:2]1[C:7]([O:8][CH3:9])=[CH:6][CH:5]=[CH:4][C:3]=1[O:10][CH3:11].[Li]CCCC.[C:17]([S:21]([N:23]=[CH:24][CH2:25][CH2:26][CH2:27][C:28]([O:30][CH3:31])=[O:29])=[O:22])([CH3:20])([CH3:19])[CH3:18].[NH4+].[Cl-]. (2) Given the product [CH2:1]([O:3][C:4]([C:6]1([C:9]2[CH:14]=[CH:13][C:12]([C:15]3[CH:20]=[CH:19][C:18]([C:21]4[S:22][C:23]([F:29])=[CH:24][C:25]=4[NH:34][C:37]([O:65][C@@H:63]([C:58]4[CH:59]=[CH:60][CH:61]=[CH:62][C:57]=4[Cl:56])[CH3:64])=[O:46])=[CH:17][C:16]=3[O:30][CH3:31])=[CH:11][CH:10]=2)[CH2:7][CH2:8]1)=[O:5])[CH3:2], predict the reactants needed to synthesize it. The reactants are: [CH2:1]([O:3][C:4]([C:6]1([C:9]2[CH:14]=[CH:13][C:12]([C:15]3[CH:20]=[CH:19][C:18]([C:21]4[S:22][C:23]([F:29])=[CH:24][C:25]=4C(O)=O)=[CH:17][C:16]=3[O:30][CH3:31])=[CH:11][CH:10]=2)[CH2:8][CH2:7]1)=[O:5])[CH3:2].C([N:34]([CH2:37]C)CC)C.C1(P(N=[N+]=[N-])(C2C=CC=CC=2)=[O:46])C=CC=CC=1.[Cl:56][C:57]1[CH:62]=[CH:61][CH:60]=[CH:59][C:58]=1[C@H:63]([OH:65])[CH3:64]. (3) Given the product [CH3:21][S:22]([CH2:25][CH2:26][C@H:27]1[CH2:28][CH2:29][C@H:30]([NH:33][C:2]2[C:7]([N+:8]([O-:10])=[O:9])=[CH:6][N:5]=[C:4]3[CH:11]=[CH:12][S:13][C:3]=23)[CH2:31][CH2:32]1)(=[O:23])=[O:24], predict the reactants needed to synthesize it. The reactants are: Cl[C:2]1[C:7]([N+:8]([O-:10])=[O:9])=[CH:6][N:5]=[C:4]2[CH:11]=[CH:12][S:13][C:3]=12.OC(C(F)(F)F)=O.[CH3:21][S:22]([CH2:25][CH2:26][C@H:27]1[CH2:32][CH2:31][C@H:30]([NH2:33])[CH2:29][CH2:28]1)(=[O:24])=[O:23].C(N(CC)C(C)C)(C)C. (4) Given the product [CH3:12][O:13][C:14]1[CH:19]=[CH:18][CH:17]=[CH:16][C:15]=1[O:20][CH2:10][CH:9]([C:6]1[CH:7]=[CH:8][C:3]([O:2][CH3:1])=[CH:4][CH:5]=1)[OH:11], predict the reactants needed to synthesize it. The reactants are: [CH3:1][O:2][C:3]1[CH:8]=[CH:7][C:6]([CH:9]([OH:11])[CH3:10])=[CH:5][CH:4]=1.[CH3:12][O:13][C:14]1[CH:19]=[CH:18][CH:17]=[CH:16][C:15]=1[OH:20]. (5) The reactants are: [NH:1]1[CH:5]=[CH:4][CH:3]=[CH:2]1.[H-].[Na+].Br[C:9]1[CH:14]=[C:13]([C:15]([F:18])([F:17])[F:16])[CH:12]=[C:11]([C:19]([F:22])([F:21])[F:20])[CH:10]=1.O. Given the product [F:16][C:15]([F:17])([F:18])[C:13]1[CH:14]=[C:9]([C:2]2[NH:1][CH:5]=[CH:4][CH:3]=2)[CH:10]=[C:11]([C:19]([F:20])([F:21])[F:22])[CH:12]=1, predict the reactants needed to synthesize it. (6) Given the product [CH:24]1([CH2:27][N:23]([CH2:27][CH:24]2[CH2:26][CH2:25]2)[CH2:22][C:16]2([C:13]3[CH:14]=[CH:15][C:10]([O:9][CH2:8][CH2:7][CH2:6][N:1]4[CH2:5][CH2:4][CH2:3][CH2:2]4)=[CH:11][CH:12]=3)[CH2:17][CH2:18][O:19][CH2:20][CH2:21]2)[CH2:26][CH2:25]1, predict the reactants needed to synthesize it. The reactants are: [N:1]1([CH2:6][CH2:7][CH2:8][O:9][C:10]2[CH:15]=[CH:14][C:13]([C:16]3([CH2:22][NH2:23])[CH2:21][CH2:20][O:19][CH2:18][CH2:17]3)=[CH:12][CH:11]=2)[CH2:5][CH2:4][CH2:3][CH2:2]1.[CH:24]1([CH:27]=O)[CH2:26][CH2:25]1. (7) Given the product [F:1][C:2]1[CH:3]=[CH:4][CH:5]=[C:6]2[C:11]=1[CH2:10][O:9][CH2:8][CH:7]2[NH2:24], predict the reactants needed to synthesize it. The reactants are: [F:1][C:2]1[CH:3]=[CH:4][CH:5]=[C:6]2[C:11]=1[CH2:10][O:9][CH2:8][C:7]2=O.FC1C=CC=C2C=1OCCC2[NH2:24]. (8) Given the product [Cl:1][C:2]1[CH:26]=[CH:25][C:5]([CH2:6][N:7]2[C:15]3[C:10](=[CH:11][C:12]([CH:16]=[C:17]4[S:21][C:20]([N:31]5[CH2:37][CH2:36][C:35](=[O:38])[NH:34][CH2:33][CH2:32]5)=[N:19][C:18]4=[O:24])=[CH:13][CH:14]=3)[CH:9]=[N:8]2)=[C:4]([C:27]([F:28])([F:29])[F:30])[CH:3]=1, predict the reactants needed to synthesize it. The reactants are: [Cl:1][C:2]1[CH:26]=[CH:25][C:5]([CH2:6][N:7]2[C:15]3[C:10](=[CH:11][C:12]([CH:16]=[C:17]4[S:21][C:20](SC)=[N:19][C:18]4=[O:24])=[CH:13][CH:14]=3)[CH:9]=[N:8]2)=[C:4]([C:27]([F:30])([F:29])[F:28])[CH:3]=1.[NH:31]1[CH2:37][CH2:36][C:35](=[O:38])[NH:34][CH2:33][CH2:32]1. (9) The reactants are: [N:1]([CH2:4][C:5]1[CH:6]=[CH:7][C:8]([O:11][CH2:12][C:13]2[CH:18]=[CH:17][CH:16]=[CH:15][CH:14]=2)=[N:9][CH:10]=1)=[N+:2]=[N-:3].[F:19][CH:20]([C:22]1[CH:27]=[CH:26][N:25]=[C:24]([NH:28][C:29]2[CH:34]=[C:33]([CH3:35])[CH:32]=[C:31]([C:36]#[CH:37])[CH:30]=2)[N:23]=1)[F:21].O=C1O[C@H]([C@H](CO)O)C([O-])=C1O.[Na+]. Given the product [CH2:12]([O:11][C:8]1[N:9]=[CH:10][C:5]([CH2:4][N:1]2[CH:37]=[C:36]([C:31]3[CH:30]=[C:29]([NH:28][C:24]4[N:23]=[C:22]([CH:20]([F:19])[F:21])[CH:27]=[CH:26][N:25]=4)[CH:34]=[C:33]([CH3:35])[CH:32]=3)[N:3]=[N:2]2)=[CH:6][CH:7]=1)[C:13]1[CH:18]=[CH:17][CH:16]=[CH:15][CH:14]=1, predict the reactants needed to synthesize it. (10) Given the product [C:17]([NH:1][C:2]1[CH:6]=[CH:5][S:4][C:3]=1[C:7]([NH2:9])=[O:8])(=[O:19])[CH3:18], predict the reactants needed to synthesize it. The reactants are: [NH2:1][C:2]1[CH:6]=[CH:5][S:4][C:3]=1[C:7]([NH2:9])=[O:8].C(N(CC)CC)C.[C:17](OC(=O)C)(=[O:19])[CH3:18].